Dataset: Catalyst prediction with 721,799 reactions and 888 catalyst types from USPTO. Task: Predict which catalyst facilitates the given reaction. (1) Reactant: [CH3:1][O:2][C:3]1[CH:8]=[C:7]([CH3:9])[C:6]([S:10]([N:13]([CH2:15][C:16]2[O:17][CH:18]=[C:19]([C:21]([OH:23])=O)[N:20]=2)[CH3:14])(=[O:12])=[O:11])=[C:5]([CH3:24])[CH:4]=1.CCN=C=NCCCN(C)C.C1C=CC2N(O)N=NC=2C=1.Cl.Cl.[CH3:48][O:49][CH:50]1[CH2:55][CH2:54][CH2:53][N:52]([CH2:56][C:57]2[CH:62]=[CH:61][C:60]([CH2:63][NH:64][CH3:65])=[CH:59][CH:58]=2)[CH2:51]1. Product: [CH3:1][O:2][C:3]1[CH:4]=[C:5]([CH3:24])[C:6]([S:10]([N:13]([CH2:15][C:16]2[O:17][CH:18]=[C:19]([C:21]([N:64]([CH2:63][C:60]3[CH:59]=[CH:58][C:57]([CH2:56][N:52]4[CH2:53][CH2:54][CH2:55][CH:50]([O:49][CH3:48])[CH2:51]4)=[CH:62][CH:61]=3)[CH3:65])=[O:23])[N:20]=2)[CH3:14])(=[O:12])=[O:11])=[C:7]([CH3:9])[CH:8]=1. The catalyst class is: 2. (2) The catalyst class is: 14. Product: [CH2:15]([C:11]1[CH:10]=[CH:9][C:8]([NH:7][C:2]2[S:3][CH:4]=[CH:5][N:6]=2)=[CH:13][C:12]=1[OH:14])[CH3:16]. Reactant: Br[C:2]1[S:3][CH:4]=[CH:5][N:6]=1.[NH2:7][C:8]1[CH:9]=[CH:10][C:11]([CH2:15][CH3:16])=[C:12]([OH:14])[CH:13]=1.Cl. (3) Reactant: [NH2:1][C:2]1[CH:7]=[CH:6][C:5]([C:8]2[C:16]3[C:15]([NH:17][C@H:18]([C:20]4[N:25]([C:26]5[CH:31]=[CH:30][CH:29]=[CH:28][CH:27]=5)[C:24](=[O:32])[C:23]5=[C:33]([CH3:36])[CH:34]=[CH:35][N:22]5[N:21]=4)[CH3:19])=[N:14][CH:13]=[N:12][C:11]=3[N:10]([CH2:37][O:38][CH2:39][CH2:40][Si:41]([CH3:44])([CH3:43])[CH3:42])[CH:9]=2)=[C:4]([O:45][CH3:46])[CH:3]=1.N1C=CC=CC=1.[O:53]1[CH2:58][CH2:57][CH:56]([CH2:59][S:60](Cl)(=[O:62])=[O:61])[CH2:55][CH2:54]1. Product: [CH3:46][O:45][C:4]1[CH:3]=[C:2]([NH:1][S:60]([CH2:59][CH:56]2[CH2:57][CH2:58][O:53][CH2:54][CH2:55]2)(=[O:62])=[O:61])[CH:7]=[CH:6][C:5]=1[C:8]1[C:16]2[C:15]([NH:17][C@H:18]([C:20]3[N:25]([C:26]4[CH:31]=[CH:30][CH:29]=[CH:28][CH:27]=4)[C:24](=[O:32])[C:23]4=[C:33]([CH3:36])[CH:34]=[CH:35][N:22]4[N:21]=3)[CH3:19])=[N:14][CH:13]=[N:12][C:11]=2[N:10]([CH2:37][O:38][CH2:39][CH2:40][Si:41]([CH3:43])([CH3:42])[CH3:44])[CH:9]=1. The catalyst class is: 7. (4) Reactant: [CH3:1][C:2]1([C:20]2[CH:21]=[C:22]([NH:26][S:27]([CH3:30])(=[O:29])=[O:28])[CH:23]=[CH:24][CH:25]=2)[CH:7]2[CH:3]1[CH2:4][N:5]([C:8](=O)[CH2:9][C:10]([CH3:18])([C:12]1[CH:17]=[CH:16][CH:15]=[CH:14][CH:13]=1)[CH3:11])[CH2:6]2.[H-].[Al+3].[Li+].[H-].[H-].[H-].O.C(=O)([O-])O.[Na+]. Product: [CH3:1][C:2]1([C:20]2[CH:21]=[C:22]([NH:26][S:27]([CH3:30])(=[O:28])=[O:29])[CH:23]=[CH:24][CH:25]=2)[CH:7]2[CH:3]1[CH2:4][N:5]([CH2:8][CH2:9][C:10]([CH3:11])([C:12]1[CH:17]=[CH:16][CH:15]=[CH:14][CH:13]=1)[CH3:18])[CH2:6]2. The catalyst class is: 54. (5) Reactant: [CH3:1][N:2]([CH3:16])[CH2:3][CH2:4][O:5][C:6]1[CH:11]=[CH:10][C:9]([CH2:12][CH2:13][CH2:14]O)=[CH:8][CH:7]=1.[CH3:17][C:18]1[C:23]([CH3:24])=[CH:22][C:21]([NH:25][C:26](=[O:31])[C:27]([F:30])([F:29])[F:28])=[C:20]([N+:32]([O-:34])=[O:33])[CH:19]=1.C1(P(C2C=CC=CC=2)C2C=CC=CC=2)C=CC=CC=1.CC(OC(/N=N/C(OC(C)C)=O)=O)C. Product: [CH3:1][N:2]([CH3:16])[CH2:3][CH2:4][O:5][C:6]1[CH:11]=[CH:10][C:9]([CH2:12][CH2:13][CH2:14][N:25]([C:21]2[CH:22]=[C:23]([CH3:24])[C:18]([CH3:17])=[CH:19][C:20]=2[N+:32]([O-:34])=[O:33])[C:26](=[O:31])[C:27]([F:28])([F:29])[F:30])=[CH:8][CH:7]=1. The catalyst class is: 57. (6) Reactant: [CH3:1]C(OC(=O)C1C=CC=CC=1OCCN)C.[NH:17]1[C:25]2[C:20](=[CH:21][CH:22]=[CH:23][CH:24]=2)[CH2:19][C@H:18]1[C:26]([OH:28])=[O:27].[F:29][C:30]1[CH:35]=[CH:34][C:33]([C:36]2[CH:41]=[CH:40][C:39]([S:42](Cl)(=[O:44])=[O:43])=[CH:38][CH:37]=2)=[CH:32][CH:31]=1.CN1CCOCC1. Product: [CH3:1][O:27][C:26]([C@@H:18]1[CH2:19][C:20]2[C:25](=[CH:24][CH:23]=[CH:22][CH:21]=2)[N:17]1[S:42]([C:39]1[CH:40]=[CH:41][C:36]([C:33]2[CH:34]=[CH:35][C:30]([F:29])=[CH:31][CH:32]=2)=[CH:37][CH:38]=1)(=[O:44])=[O:43])=[O:28]. The catalyst class is: 10. (7) Reactant: [Br:1][C:2]1[CH:3]=[C:4]([CH:12]2[C:17]([C:18]#[N:19])=[CH:16][O:15][CH:14]3[C:20]4[C:24](=[CH:25][CH:26]=[C:13]23)[N:23]=[CH:22][CH:21]=4)[CH:5]=[C:6]([O:10][CH3:11])[C:7]=1[O:8][CH3:9].IC.[C:29](=O)([O-])[O-].[Cs+].[Cs+]. Product: [Br:1][C:2]1[CH:3]=[C:4]([CH:12]2[C:17]([C:18]#[N:19])=[CH:16][O:15][C:14]3[C:20]4[CH:21]=[CH:22][N:23]([CH3:29])[C:24]=4[CH:25]=[CH:26][C:13]2=3)[CH:5]=[C:6]([O:10][CH3:11])[C:7]=1[O:8][CH3:9]. The catalyst class is: 692.